From a dataset of Peptide-MHC class I binding affinity with 185,985 pairs from IEDB/IMGT. Regression. Given a peptide amino acid sequence and an MHC pseudo amino acid sequence, predict their binding affinity value. This is MHC class I binding data. (1) The peptide sequence is GKAELEDGAY. The MHC is HLA-A30:02 with pseudo-sequence HLA-A30:02. The binding affinity (normalized) is 0.558. (2) The peptide sequence is KAAVDLSHFL. The MHC is HLA-B40:01 with pseudo-sequence HLA-B40:01. The binding affinity (normalized) is 0. (3) The peptide sequence is TTRAWFDKK. The MHC is HLA-B27:05 with pseudo-sequence HLA-B27:05. The binding affinity (normalized) is 0.0847. (4) The peptide sequence is MSIISFFPF. The MHC is HLA-B15:01 with pseudo-sequence HLA-B15:01. The binding affinity (normalized) is 1.00. (5) The MHC is HLA-B15:01 with pseudo-sequence HLA-B15:01. The binding affinity (normalized) is 0.839. The peptide sequence is MIKNLTQLF. (6) The peptide sequence is FQPQNGQMI. The MHC is H-2-Db with pseudo-sequence H-2-Db. The binding affinity (normalized) is 0.447. (7) The peptide sequence is FRNLAYGRTCVLGK. The MHC is HLA-B44:03 with pseudo-sequence HLA-B44:03. The binding affinity (normalized) is 0.